Dataset: Drug-target binding data from BindingDB using Kd measurements. Task: Regression. Given a target protein amino acid sequence and a drug SMILES string, predict the binding affinity score between them. We predict pKd (pKd = -log10(Kd in M); higher means stronger binding). Dataset: bindingdb_kd. The compound is COc1cc2c(Oc3ccc4[nH]c(C)cc4c3F)ncnc2cc1OCCCN1CCCC1. The target protein (O75716) has sequence MGHALCVCSRGTVIIDNKRYLFIQKLGEGGFSYVDLVEGLHDGHFYALKRILCHEQQDREEAQREADMHRLFNHPNILRLVAYCLRERGAKHEAWLLLPFFKRGTLWNEIERLKDKGNFLTEDQILWLLLGICRGLEAIHAKGYAHRDLKPTNILLGDEGQPVLMDLGSMNQACIHVEGSRQALTLQDWAAQRCTISYRAPELFSVQSHCVIDERTDVWSLGCVLYAMMFGEGPYDMVFQKGDSVALAVQNQLSIPQSPRHSSALRQLLNSMMTVDPHQRPHIPLLLSQLEALQPPAPGQHTTQI. The pKd is 5.0.